Task: Predict which catalyst facilitates the given reaction.. Dataset: Catalyst prediction with 721,799 reactions and 888 catalyst types from USPTO Reactant: [CH3:1][C:2]1[CH:7]=[CH:6][C:5]([C:8](=[O:15])[CH2:9][CH2:10][CH2:11][CH2:12][CH2:13][CH3:14])=[CH:4][CH:3]=1.C1(C)C=CC(S(O)(=O)=O)=CC=1.[CH2:27](O)[CH2:28][OH:29]. Product: [CH2:9]([C:8]1([C:5]2[CH:6]=[CH:7][C:2]([CH3:1])=[CH:3][CH:4]=2)[O:29][CH2:28][CH2:27][O:15]1)[CH2:10][CH2:11][CH2:12][CH2:13][CH3:14]. The catalyst class is: 11.